Dataset: Reaction yield outcomes from USPTO patents with 853,638 reactions. Task: Predict the reaction yield, written as a fraction of the theoretical maximum amount of product (1.0 means a 100% yield; for example, 0.34 means a 34% yield). The reactants are Br[C:2]1[CH:7]=[CH:6][C:5]([CH:8]([OH:13])[C:9]([F:12])([F:11])[F:10])=[CH:4][CH:3]=1.[C:14]1([CH3:23])[CH:19]=[CH:18][CH:17]=[C:16](B(O)O)[CH:15]=1.C([O-])([O-])=O.[Na+].[Na+].C(C#N)(C)=O. The catalyst is Cl[Pd](Cl)([P](C1C=CC=CC=1)(C1C=CC=CC=1)C1C=CC=CC=1)[P](C1C=CC=CC=1)(C1C=CC=CC=1)C1C=CC=CC=1.C(Cl)Cl.O. The product is [F:10][C:9]([F:12])([F:11])[CH:8]([C:5]1[CH:6]=[CH:7][CH:2]=[CH:3][C:4]=1[C:16]1[CH:17]=[CH:18][CH:19]=[C:14]([CH3:23])[CH:15]=1)[OH:13]. The yield is 0.790.